Dataset: Catalyst prediction with 721,799 reactions and 888 catalyst types from USPTO. Task: Predict which catalyst facilitates the given reaction. (1) The catalyst class is: 2. Reactant: [CH2:1]([C@H:4]1[CH2:8][C@H:7]([CH2:9][C:10]2[CH:15]=[CH:14][C:13]([N+:16]([O-:18])=[O:17])=[CH:12][CH:11]=2)[N:6]([C:19]([O:21][C:22]([CH3:25])([CH3:24])[CH3:23])=[O:20])[C:5]1=[O:26])[CH:2]=C.[O:27]=[O+][O-].CS(C)=O. Product: [N+:16]([C:13]1[CH:12]=[CH:11][C:10]([CH2:9][C@@H:7]2[N:6]([C:19]([O:21][C:22]([CH3:23])([CH3:25])[CH3:24])=[O:20])[C:5](=[O:26])[C@@H:4]([CH2:1][CH:2]=[O:27])[CH2:8]2)=[CH:15][CH:14]=1)([O-:18])=[O:17]. (2) Reactant: CC(C)([O-])C.[K+].[CH2:7]([C:14]([CH2:19][OH:20])([CH2:17]O)[CH2:15][OH:16])[C:8]1[CH:13]=[CH:12][CH:11]=[CH:10][CH:9]=1.C(=O)(OCC)OCC. Product: [CH2:7]([C:14]1([CH2:15][OH:16])[CH2:17][O:20][CH2:19]1)[C:8]1[CH:9]=[CH:10][CH:11]=[CH:12][CH:13]=1. The catalyst class is: 7. (3) Reactant: [Cl:1][C:2]1[N:7]=[C:6]([NH:8][C@H:9]([C:11]2[CH:16]=[CH:15][C:14]([F:17])=[CH:13][N:12]=2)[CH3:10])[CH:5]=[C:4](Cl)[N:3]=1.[Si:19]([O:26][CH:27]1[CH2:32][CH2:31][NH:30][CH2:29][CH2:28]1)([C:22]([CH3:25])([CH3:24])[CH3:23])([CH3:21])[CH3:20].C(=O)([O-])[O-].[Cs+].[Cs+].O. Product: [Si:19]([O:26][CH:27]1[CH2:28][CH2:29][N:30]([C:4]2[N:3]=[C:2]([Cl:1])[N:7]=[C:6]([NH:8][C@H:9]([C:11]3[CH:16]=[CH:15][C:14]([F:17])=[CH:13][N:12]=3)[CH3:10])[CH:5]=2)[CH2:31][CH2:32]1)([C:22]([CH3:25])([CH3:24])[CH3:23])([CH3:21])[CH3:20]. The catalyst class is: 3. (4) Reactant: [C:1]([O:5][C:6]([N:8]1[CH2:13][CH2:12][N:11]([C:14]([C:17](OCC)=[O:18])([CH3:16])[CH3:15])[CH2:10][CH2:9]1)=[O:7])([CH3:4])([CH3:3])[CH3:2].[H-].[H-].[H-].[H-].[Li+].[Al+3]. Product: [C:1]([O:5][C:6]([N:8]1[CH2:9][CH2:10][N:11]([C:14]([CH3:16])([CH3:15])[CH2:17][OH:18])[CH2:12][CH2:13]1)=[O:7])([CH3:4])([CH3:3])[CH3:2]. The catalyst class is: 1.